Dataset: Peptide-MHC class I binding affinity with 185,985 pairs from IEDB/IMGT. Task: Regression. Given a peptide amino acid sequence and an MHC pseudo amino acid sequence, predict their binding affinity value. This is MHC class I binding data. (1) The peptide sequence is MVASDVCKK. The MHC is HLA-A11:01 with pseudo-sequence HLA-A11:01. The binding affinity (normalized) is 0.535. (2) The peptide sequence is IVNAQPKCN. The MHC is HLA-A24:02 with pseudo-sequence HLA-A24:02. The binding affinity (normalized) is 0.160. (3) The binding affinity (normalized) is 0. The MHC is H-2-Db with pseudo-sequence H-2-Db. The peptide sequence is FRDLLFKLLEY. (4) The peptide sequence is VSTAVLTTM. The binding affinity (normalized) is 0.258. The MHC is H-2-Kb with pseudo-sequence H-2-Kb. (5) The peptide sequence is DVCKNFLKQV. The MHC is H-2-Kb with pseudo-sequence H-2-Kb. The binding affinity (normalized) is 0.125.